Dataset: Full USPTO retrosynthesis dataset with 1.9M reactions from patents (1976-2016). Task: Predict the reactants needed to synthesize the given product. (1) Given the product [C:49]([C:46]1[CH:45]=[CH:44][C:43]([C:40]2[CH:41]=[CH:42][C:37]([O:19][C:18](=[O:20])[C:17]3[CH:16]=[CH:15][C:14]([O:13][CH2:12][CH2:11][CH2:10][CH2:9][CH2:8][CH2:7][O:6][C:4](=[O:5])[CH2:3][CH2:2][Cl:1])=[CH:22][CH:21]=3)=[CH:38][C:39]=2[CH3:51])=[CH:48][CH:47]=1)#[N:50], predict the reactants needed to synthesize it. The reactants are: [Cl:1][CH2:2][CH2:3][C:4]([O:6][CH2:7][CH2:8][CH2:9][CH2:10][CH2:11][CH2:12][O:13][C:14]1[CH:22]=[CH:21][C:17]([C:18]([OH:20])=[O:19])=[CH:16][CH:15]=1)=[O:5].FC(F)(F)C(OC(=O)C(F)(F)F)=O.O[C:37]1[CH:42]=[CH:41][C:40]([C:43]2[CH:48]=[CH:47][C:46]([C:49]#[N:50])=[CH:45][CH:44]=2)=[C:39]([CH3:51])[CH:38]=1.O. (2) The reactants are: [CH3:1][O:2][N:3]([CH3:19])[C:4](=[O:18])[C:5]1[CH:10]=[CH:9][C:8]([NH2:11])=[C:7]([NH:12][CH:13]2[CH2:17][CH2:16][CH2:15][CH2:14]2)[CH:6]=1.C[O-].[Li+].[N:23]#[C:24]Br. Given the product [CH3:19][N:3]([O:2][CH3:1])[C:4]([C:5]1[CH:10]=[CH:9][C:8]2[N:11]=[C:24]([NH2:23])[N:12]([CH:13]3[CH2:14][CH2:15][CH2:16][CH2:17]3)[C:7]=2[CH:6]=1)=[O:18], predict the reactants needed to synthesize it. (3) Given the product [CH3:1][O:2][C:3]1[CH:4]=[CH:5][C:6]([CH2:7][N:8]([CH2:37][C:38]2[CH:39]=[CH:40][C:41]([O:44][CH3:45])=[CH:42][CH:43]=2)[C:9]2[N:14]=[C:13]([CH3:15])[N:12]=[C:11]([C:16]3[CH:17]=[C:18]([C:31](=[O:36])[C:32]([F:34])([F:33])[F:35])[CH:19]=[N:20][C:21]=3[NH:22][C:23]3[CH:24]=[N:25][C:26]([O:29][CH3:30])=[CH:27][CH:28]=3)[N:10]=2)=[CH:46][CH:47]=1, predict the reactants needed to synthesize it. The reactants are: [CH3:1][O:2][C:3]1[CH:47]=[CH:46][C:6]([CH2:7][N:8]([CH2:37][C:38]2[CH:43]=[CH:42][C:41]([O:44][CH3:45])=[CH:40][CH:39]=2)[C:9]2[N:14]=[C:13]([CH3:15])[N:12]=[C:11]([C:16]3[CH:17]=[C:18]([CH:31]([OH:36])[C:32]([F:35])([F:34])[F:33])[CH:19]=[N:20][C:21]=3[NH:22][C:23]3[CH:24]=[N:25][C:26]([O:29][CH3:30])=[CH:27][CH:28]=3)[N:10]=2)=[CH:5][CH:4]=1.C[N+]1([O-])CCOCC1. (4) Given the product [CH2:1]([O:3][C:4](=[O:24])[C:5]([S:13]([C:16]1[CH:17]=[CH:18][C:19]([O:22][CH3:23])=[CH:20][CH:21]=1)(=[O:14])=[O:15])([CH3:27])[CH2:6][C:7]1[CH:8]=[CH:9][CH:10]=[CH:11][CH:12]=1)[CH3:2], predict the reactants needed to synthesize it. The reactants are: [CH2:1]([O:3][C:4](=[O:24])[CH:5]([S:13]([C:16]1[CH:21]=[CH:20][C:19]([O:22][CH3:23])=[CH:18][CH:17]=1)(=[O:15])=[O:14])[CH2:6][C:7]1[CH:12]=[CH:11][CH:10]=[CH:9][CH:8]=1)[CH3:2].CI.[CH2:27]1OCCOCCOCCOCCOCCOC1. (5) Given the product [C:8]([C:7]1[C:2]([F:1])=[C:3]([C:11]2[N:16]=[C:15]([C:17]([OH:19])=[O:18])[CH:14]=[CH:13][C:12]=2[F:21])[C:4]([F:10])=[CH:5][CH:6]=1)#[N:23], predict the reactants needed to synthesize it. The reactants are: [F:1][C:2]1[C:7]([CH:8]=O)=[CH:6][CH:5]=[C:4]([F:10])[C:3]=1[C:11]1[N:16]=[C:15]([C:17]([O:19]C)=[O:18])[CH:14]=[CH:13][C:12]=1[F:21].Cl.[NH2:23]O. (6) The reactants are: [Br:1][C:2]1[CH:7]=[CH:6][C:5]([C:8]2[O:12][N:11]=[C:10]([CH3:13])[C:9]=2[CH2:14][OH:15])=[CH:4][CH:3]=1.[CH:16]1([N:21]=[C:22]=[O:23])[CH2:20][CH2:19][CH2:18][CH2:17]1. Given the product [Br:1][C:2]1[CH:3]=[CH:4][C:5]([C:8]2[O:12][N:11]=[C:10]([CH3:13])[C:9]=2[CH2:14][O:15][C:22](=[O:23])[NH:21][CH:16]2[CH2:20][CH2:19][CH2:18][CH2:17]2)=[CH:6][CH:7]=1, predict the reactants needed to synthesize it. (7) Given the product [Cl:1][C:2]1[NH:7][C:6](=[O:22])[N:5]=[C:4]([N:9]2[CH2:14][CH2:13][N:12]([C:15]3[CH:20]=[CH:19][C:18]([F:21])=[CH:17][CH:16]=3)[CH2:11][CH2:10]2)[N:3]=1, predict the reactants needed to synthesize it. The reactants are: [Cl:1][C:2]1[N:7]=[C:6](Cl)[N:5]=[C:4]([N:9]2[CH2:14][CH2:13][N:12]([C:15]3[CH:20]=[CH:19][C:18]([F:21])=[CH:17][CH:16]=3)[CH2:11][CH2:10]2)[N:3]=1.[OH-:22].[Na+].Cl. (8) Given the product [OH:25][CH2:24][C:23]1[CH:22]=[C:21]([NH:20][C:5](=[O:7])[CH2:4][CH2:3][O:2][CH3:1])[CH:28]=[CH:27][CH:26]=1, predict the reactants needed to synthesize it. The reactants are: [CH3:1][O:2][CH2:3][CH2:4][C:5]([OH:7])=O.C(N1C=CN=C1)(N1C=CN=C1)=O.[NH2:20][C:21]1[CH:22]=[C:23]([CH:26]=[CH:27][CH:28]=1)[CH2:24][OH:25].